Dataset: Catalyst prediction with 721,799 reactions and 888 catalyst types from USPTO. Task: Predict which catalyst facilitates the given reaction. (1) Reactant: [CH2:1]([NH:3][C:4]1[N:9]=[C:8]([C:10](=O)[CH2:11][C:12](O)([C:18]([O:20][CH2:21][CH3:22])=[O:19])[C:13](OCC)=[O:14])[CH:7]=[CH:6][N:5]=1)[CH3:2].Cl.[NH2:26][NH2:27]. Product: [CH2:1]([NH:3][C:4]1[N:9]=[C:8]([C:10]2[CH:11]=[C:12]([C:18]([O:20][CH2:21][CH3:22])=[O:19])[C:13](=[O:14])[NH:26][N:27]=2)[CH:7]=[CH:6][N:5]=1)[CH3:2]. The catalyst class is: 8. (2) Reactant: [N+:1]([C:4]1[CH:9]=[CH:8][C:7]([CH:10](OC(=O)C)[O:11]C(=O)C)=[C:6]([O:19][CH3:20])[CH:5]=1)([O-:3])=[O:2].O1CCOCC1.Cl. Product: [N+:1]([C:4]1[CH:9]=[CH:8][C:7]([CH:10]=[O:11])=[C:6]([O:19][CH3:20])[CH:5]=1)([O-:3])=[O:2]. The catalyst class is: 6. (3) Reactant: C([O:8][C:9]1[C:14]([CH3:15])=[CH:13][C:12]([C:16]2[O:20][N:19]=[C:18]([C:21]3[CH:26]=[C:25]([O:27][CH3:28])[N:24]=[C:23]([CH:29]4[CH2:33][CH2:32][CH2:31][CH2:30]4)[CH:22]=3)[N:17]=2)=[CH:11][C:10]=1[CH2:34][CH3:35])C1C=CC=CC=1. Product: [CH:29]1([C:23]2[CH:22]=[C:21]([C:18]3[N:17]=[C:16]([C:12]4[CH:13]=[C:14]([CH3:15])[C:9]([OH:8])=[C:10]([CH2:34][CH3:35])[CH:11]=4)[O:20][N:19]=3)[CH:26]=[C:25]([O:27][CH3:28])[N:24]=2)[CH2:30][CH2:31][CH2:32][CH2:33]1. The catalyst class is: 358.